Dataset: Full USPTO retrosynthesis dataset with 1.9M reactions from patents (1976-2016). Task: Predict the reactants needed to synthesize the given product. (1) Given the product [C:9]([N:8]1[C:5]2[CH:6]=[CH:7][C:2]([Cl:1])=[CH:3][C:4]=2[CH:12]=[CH:13][C:17]2[N:18]=[C:19]([Cl:23])[C:20]([F:22])=[CH:21][C:16]=2[CH2:15]1)(=[O:11])[CH3:10], predict the reactants needed to synthesize it. The reactants are: [Cl:1][C:2]1[CH:7]=[CH:6][C:5]([NH:8][C:9](=[O:11])[CH3:10])=[C:4]([CH:12]=[CH2:13])[CH:3]=1.Br[CH2:15][C:16]1[C:17](Cl)=[N:18][C:19]([Cl:23])=[C:20]([F:22])[CH:21]=1.C(N1C2C=CC=CC=2C=CC2N=C(Cl)C(F)=CC=2C1)(=O)C. (2) Given the product [Cl:8][C:7]1[C:2]([C:39]2[CH:40]=[CH:41][C:42]([C:45]3([OH:49])[CH2:48][CH2:47][CH2:46]3)=[N:43][CH:44]=2)=[C:3]2[CH:11]=[C:10]([C:12]3[CH:17]=[CH:16][C:15]([CH2:18][N:19]4[CH2:23][CH2:22][CH2:21][CH2:20]4)=[CH:14][CH:13]=3)[NH:9][C:4]2=[N:5][CH:6]=1, predict the reactants needed to synthesize it. The reactants are: Cl[C:2]1[C:7]([Cl:8])=[CH:6][N:5]=[C:4]2[N:9](S(C3C=CC(C)=CC=3)(=O)=O)[C:10]([C:12]3[CH:17]=[CH:16][C:15]([CH2:18][N:19]4[CH2:23][CH2:22][CH2:21][CH2:20]4)=[CH:14][CH:13]=3)=[CH:11][C:3]=12.C([Sn](CCCC)(CCCC)[C:39]1[CH:40]=[CH:41][C:42]([C:45]2([OH:49])[CH2:48][CH2:47][CH2:46]2)=[N:43][CH:44]=1)CCC. (3) Given the product [CH3:9][S:10]([O:4][CH2:3][C:2]([CH3:8])([CH3:1])[CH2:5][CH:6]=[CH2:7])(=[O:12])=[O:11], predict the reactants needed to synthesize it. The reactants are: [CH3:1][C:2]([CH3:8])([CH2:5][CH:6]=[CH2:7])[CH2:3][OH:4].[CH3:9][S:10](Cl)(=[O:12])=[O:11]. (4) Given the product [NH2:22][C:15]1[C:16]([C:18]([F:20])([F:21])[F:19])=[CH:17][C:12]([CH2:11][C@@H:7]([NH:6][C:1]([O:4][C:12]([CH3:17])([CH3:13])[CH3:11])=[O:2])[C:8]([OH:10])=[O:9])=[CH:13][C:14]=1[Cl:23], predict the reactants needed to synthesize it. The reactants are: [C:1]([O-:4])(O)=[O:2].[Na+].[NH2:6][C@H:7]([CH2:11][C:12]1[CH:17]=[C:16]([C:18]([F:21])([F:20])[F:19])[C:15]([NH2:22])=[C:14]([Cl:23])[CH:13]=1)[C:8]([OH:10])=[O:9]. (5) Given the product [NH2:17][C:12]1[C:11]2[C:15](=[CH:16][C:8]([C:6]3[N:7]=[C:2]([NH2:1])[N:3]=[C:4]([NH:31][CH2:30][CH2:29][C:25]4[CH:26]=[CH:27][CH:28]=[C:23]([F:22])[CH:24]=4)[CH:5]=3)=[CH:9][CH:10]=2)[NH:14][N:13]=1, predict the reactants needed to synthesize it. The reactants are: [NH2:1][C:2]1[N:7]=[C:6]([C:8]2[CH:16]=[C:15]3[C:11]([C:12]([NH2:17])=[N:13][NH:14]3)=[CH:10][CH:9]=2)[CH:5]=[C:4](S(C)(=O)=O)[N:3]=1.[F:22][C:23]1[CH:24]=[C:25]([CH2:29][CH2:30][NH2:31])[CH:26]=[CH:27][CH:28]=1.CCN(C(C)C)C(C)C.